From a dataset of Full USPTO retrosynthesis dataset with 1.9M reactions from patents (1976-2016). Predict the reactants needed to synthesize the given product. (1) Given the product [Br:1][C:2]1[CH:3]=[C:4]([F:10])[C:5]([CH2:8][NH:9][C:17](=[O:18])[O:16][C:12]([CH3:15])([CH3:14])[CH3:13])=[N:6][CH:7]=1, predict the reactants needed to synthesize it. The reactants are: [Br:1][C:2]1[CH:3]=[C:4]([F:10])[C:5]([CH2:8][NH2:9])=[N:6][CH:7]=1.O.[C:12]([O:16][C:17](O[C:17]([O:16][C:12]([CH3:15])([CH3:14])[CH3:13])=[O:18])=[O:18])([CH3:15])([CH3:14])[CH3:13]. (2) Given the product [CH2:4]([N:11]([CH:35]([CH3:37])[CH3:36])[CH2:12][C:13]([C:15]1[C:19]([CH3:20])=[C:18]([C:21]2[CH:26]=[CH:25][C:24]([Cl:27])=[CH:23][CH:22]=2)[N:17]([C:28]2[CH:33]=[CH:32][CH:31]=[CH:30][C:29]=2[Cl:34])[N:16]=1)([OH:14])[CH3:1])[C:5]1[CH:10]=[CH:9][CH:8]=[CH:7][CH:6]=1, predict the reactants needed to synthesize it. The reactants are: [CH3:1][Mg]Br.[CH2:4]([N:11]([CH:35]([CH3:37])[CH3:36])[CH2:12][C:13]([C:15]1[C:19]([CH3:20])=[C:18]([C:21]2[CH:26]=[CH:25][C:24]([Cl:27])=[CH:23][CH:22]=2)[N:17]([C:28]2[CH:33]=[CH:32][CH:31]=[CH:30][C:29]=2[Cl:34])[N:16]=1)=[O:14])[C:5]1[CH:10]=[CH:9][CH:8]=[CH:7][CH:6]=1. (3) The reactants are: [CH:1]1([S:4]([C:7]2[CH:12]=[CH:11][C:10]([CH:13]([C:36]3[NH:40][C:39]([C:41]4[S:42][CH:43]=[CH:44][N:45]=4)=[CH:38][CH:37]=3)[CH2:14][C@H:15]3[CH2:35][CH2:34][C:17]4(O[C@H](C5C=CC=CC=5)[C@@H](C5C=CC=CC=5)[O:18]4)[CH2:16]3)=[CH:9][CH:8]=2)(=[O:6])=[O:5])[CH2:3][CH2:2]1.S(=O)(=O)(O)O.C(=O)([O-])O.[Na+]. Given the product [CH:1]1([S:4]([C:7]2[CH:12]=[CH:11][C:10]([CH:13]([C:36]3[NH:40][C:39]([C:41]4[S:42][CH:43]=[CH:44][N:45]=4)=[CH:38][CH:37]=3)[CH2:14][C@H:15]3[CH2:35][CH2:34][C:17](=[O:18])[CH2:16]3)=[CH:9][CH:8]=2)(=[O:6])=[O:5])[CH2:3][CH2:2]1, predict the reactants needed to synthesize it. (4) Given the product [CH3:27][N:22]1[C:28]2[CH:42]=[CH:43][C:44]([N+:47]([O-:49])=[O:48])=[CH:45][C:29]=2[N:30]=[C:31]1[NH:32][C:33]1[CH:34]=[CH:35][CH:36]=[CH:37][CH:38]=1, predict the reactants needed to synthesize it. The reactants are: C1(N=C=S)C=CC=CC=1.CC1C=CC(S([O-])(=O)=O)=CC=1.C[N+:22]1([CH2:28][CH2:29][N:30]=[C:31]=[N:32][CH:33]2[CH2:38][CH2:37][CH2:36][CH2:35][CH2:34]2)[CH2:27]COCC1.CNC1[C:42](N)=[CH:43][C:44]([N+:47]([O-:49])=[O:48])=[CH:45]C=1. (5) Given the product [F:1][C:2]1[CH:3]=[C:4]([C:12]2[C:13]3[CH:20]([CH2:21][C:22]([NH:24][C:25]4[CH:29]=[CH:30][O:26][N:27]=4)=[O:23])[CH2:19][CH2:18][C:14]=3[CH:15]=[N:16][CH:17]=2)[CH:5]=[CH:6][C:7]=1[C:8]([F:11])([F:9])[F:10], predict the reactants needed to synthesize it. The reactants are: [F:1][C:2]1[CH:3]=[C:4]([C:12]2[C:13]3[CH:20]([CH2:21][C:22]([NH:24][CH3:25])=[O:23])[CH2:19][CH2:18][C:14]=3[CH:15]=[N:16][CH:17]=2)[CH:5]=[CH:6][C:7]=1[C:8]([F:11])([F:10])[F:9].[O:26]1[CH:30]=[CH:29]C(N)=[N:27]1. (6) Given the product [CH3:1][C:2]1[NH:10][C:11]2[C:16]([C:3]=1[CH2:4][CH2:5][CH2:6][CH2:7][CH3:8])=[CH:15][CH:14]=[CH:13][CH:12]=2, predict the reactants needed to synthesize it. The reactants are: [CH:1]#[C:2][CH:3](O)[CH2:4][CH2:5][CH2:6][CH2:7][CH3:8].[NH2:10][C:11]1[CH:16]=[CH:15][CH:14]=[CH:13][CH:12]=1.Cl.NC1C=CC=CC=1. (7) Given the product [CH:1]1([N:6]2[CH2:12][C:11]3([CH2:13][CH2:14][CH2:15]3)[C:10](=[O:16])[N:9]([CH3:17])[C:8]3[CH:18]=[N:19][C:20]([NH:22][C:23]4[CH:31]=[CH:30][C:26]([C:27]([NH:64][N:65]5[CH2:70][CH2:69][N:68]([CH3:71])[CH2:67][CH2:66]5)=[O:28])=[CH:25][C:24]=4[F:32])=[N:21][C:7]2=3)[CH2:2][CH2:3][CH2:4][CH2:5]1, predict the reactants needed to synthesize it. The reactants are: [CH:1]1([N:6]2[CH2:12][C:11]3([CH2:15][CH2:14][CH2:13]3)[C:10](=[O:16])[N:9]([CH3:17])[C:8]3[CH:18]=[N:19][C:20]([NH:22][C:23]4[CH:31]=[CH:30][C:26]([C:27](O)=[O:28])=[CH:25][C:24]=4[F:32])=[N:21][C:7]2=3)[CH2:5][CH2:4][CH2:3][CH2:2]1.CCN(C(C)C)C(C)C.CN(C(ON1N=NC2C=CC=CC1=2)=[N+](C)C)C.[B-](F)(F)(F)F.[NH2:64][N:65]1[CH2:70][CH2:69][N:68]([CH3:71])[CH2:67][CH2:66]1.